From a dataset of Catalyst prediction with 721,799 reactions and 888 catalyst types from USPTO. Predict which catalyst facilitates the given reaction. (1) Reactant: [C:1]([O:5][C:6](=[O:17])[N:7]([C:9]1[C:14]([F:15])=[CH:13][C:12](Br)=[CH:11][N:10]=1)[CH3:8])([CH3:4])([CH3:3])[CH3:2].[O:18]1[C:22]2[CH:23]=[CH:24][CH:25]=[CH:26][C:21]=2[CH:20]=[C:19]1B(O)O.CCN(CC)CC.C[CH2:38][OH:39]. Product: [C:1]([O:5][C:6](=[O:17])[N:7]([C:9]1[C:14]([F:15])=[CH:13][C:12]([C:19]2[O:18][C:22]3[CH:23]=[CH:24][C:25]([O:39][CH3:38])=[CH:26][C:21]=3[CH:20]=2)=[CH:11][N:10]=1)[CH3:8])([CH3:4])([CH3:3])[CH3:2]. The catalyst class is: 235. (2) Reactant: [F:1][C:2]1([F:17])[CH2:16][CH2:15][C:5]2([CH2:9][NH:8][C@H:7]([C:10]([O:12]CC)=[O:11])[CH2:6]2)[CH2:4][CH2:3]1.CN(C(ON1N=NC2C=CC=NC1=2)=[N+](C)C)C.F[P-](F)(F)(F)(F)F.[CH3:42][O:43][C:44]([NH:46][C@H:47]([C:51](O)=[O:52])[CH:48]([CH3:50])[CH3:49])=[O:45].C(N(CC)CC)C. Product: [F:17][C:2]1([F:1])[CH2:3][CH2:4][C:5]2([CH2:9][N:8]([C:51](=[O:52])[C@H:47]([CH:48]([CH3:49])[CH3:50])[NH:46][C:44]([O:43][CH3:42])=[O:45])[C@H:7]([C:10]([OH:12])=[O:11])[CH2:6]2)[CH2:15][CH2:16]1. The catalyst class is: 2. (3) Reactant: [CH2:1]([O:5][C:6]1[C:11]([F:12])=[C:10](Cl)[N:9]=[CH:8][N:7]=1)[C:2]#[C:3][CH3:4].[CH3:14][CH:15]1[CH2:20][CH2:19][CH2:18][NH:17][CH2:16]1. Product: [CH2:1]([O:5][C:6]1[C:11]([F:12])=[C:10]([N:17]2[CH2:18][CH2:19][CH2:20][CH:15]([CH3:14])[CH2:16]2)[N:9]=[CH:8][N:7]=1)[C:2]#[C:3][CH3:4]. The catalyst class is: 8. (4) Reactant: [C:1]([O:5][C:6]([N:8]1[CH2:13][CH2:12][C:11]([C:15]2[S:16][CH:17]=[C:18]([C:20](OCC)=[O:21])[N:19]=2)([CH3:14])[CH2:10][CH2:9]1)=[O:7])([CH3:4])([CH3:3])[CH3:2].[H-].[H-].[H-].[H-].[Li+].[Al+3]. The catalyst class is: 1. Product: [C:1]([O:5][C:6]([N:8]1[CH2:9][CH2:10][C:11]([C:15]2[S:16][CH:17]=[C:18]([CH2:20][OH:21])[N:19]=2)([CH3:14])[CH2:12][CH2:13]1)=[O:7])([CH3:2])([CH3:3])[CH3:4].